Dataset: Catalyst prediction with 721,799 reactions and 888 catalyst types from USPTO. Task: Predict which catalyst facilitates the given reaction. (1) Reactant: [CH2:1]([C:5]1[O:6][C:7]2[CH:13]=[CH:12][C:11]([C:14](OC)=[O:15])=[CH:10][C:8]=2[N:9]=1)[CH2:2][CH:3]=[CH2:4].[H-].[Al+3].[Li+].[H-].[H-].[H-]. Product: [CH2:1]([C:5]1[O:6][C:7]2[CH:13]=[CH:12][C:11]([CH2:14][OH:15])=[CH:10][C:8]=2[N:9]=1)[CH2:2][CH:3]=[CH2:4]. The catalyst class is: 7. (2) Reactant: [CH3:1][O:2][C:3]1[CH:4]=[C:5]2[C:10](=[CH:11][C:12]=1[O:13][CH3:14])[N:9]=[CH:8][CH:7]=[C:6]2[O:15][C:16]1[CH:22]=[CH:21][C:19]([NH2:20])=[C:18]([CH3:23])[C:17]=1[CH3:24].C1(C)C=CC=CC=1.C(N(CC)CC)C.Cl[C:40](Cl)([O:42]C(=O)OC(Cl)(Cl)Cl)Cl.[Cl:51][C:52]1[CH:53]=[C:54]([CH:58]=[CH:59][CH:60]=1)[CH:55]([OH:57])[CH3:56]. Product: [CH3:1][O:2][C:3]1[CH:4]=[C:5]2[C:10](=[CH:11][C:12]=1[O:13][CH3:14])[N:9]=[CH:8][CH:7]=[C:6]2[O:15][C:16]1[CH:22]=[CH:21][C:19]([NH:20][C:40](=[O:42])[O:57][CH:55]([C:54]2[CH:58]=[CH:59][CH:60]=[C:52]([Cl:51])[CH:53]=2)[CH3:56])=[C:18]([CH3:23])[C:17]=1[CH3:24]. The catalyst class is: 2. (3) Reactant: [NH2:1][C:2]1[C:3]([C:12]([NH:14][C@@H:15]([CH:20]2[CH2:24][CH2:23][CH2:22][CH2:21]2)[C:16]([O:18][CH3:19])=[O:17])=[O:13])=[CH:4][C:5]2[C:10]([CH:11]=1)=[CH:9][CH:8]=[CH:7][CH:6]=2.[N:25]([C:28]1[C:33]([CH3:34])=[CH:32][C:31]([CH3:35])=[CH:30][C:29]=1[CH3:36])=[C:26]=[O:27]. Product: [CH:20]1([C@H:15]([NH:14][C:12]([C:3]2[C:2]([NH:1][C:26]([NH:25][C:28]3[C:29]([CH3:36])=[CH:30][C:31]([CH3:35])=[CH:32][C:33]=3[CH3:34])=[O:27])=[CH:11][C:10]3[C:5](=[CH:6][CH:7]=[CH:8][CH:9]=3)[CH:4]=2)=[O:13])[C:16]([O:18][CH3:19])=[O:17])[CH2:21][CH2:22][CH2:23][CH2:24]1. The catalyst class is: 17. (4) Reactant: [NH3:1].[CH2:2]([O:4][C:5]([C:7]1[C:8]2[S:16][CH:15]=[C:14]([CH2:17][O:18][C:19]3[CH:24]=[CH:23][CH:22]=[C:21]([O:25][CH2:26][C:27]4[CH:32]=[CH:31][CH:30]=[C:29]([Cl:33])[CH:28]=4)[CH:20]=3)[C:9]=2[C:10](Cl)=[N:11][CH:12]=1)=[O:6])[CH3:3]. Product: [CH2:2]([O:4][C:5]([C:7]1[C:8]2[S:16][CH:15]=[C:14]([CH2:17][O:18][C:19]3[CH:24]=[CH:23][CH:22]=[C:21]([O:25][CH2:26][C:27]4[CH:32]=[CH:31][CH:30]=[C:29]([Cl:33])[CH:28]=4)[CH:20]=3)[C:9]=2[C:10]([NH2:1])=[N:11][CH:12]=1)=[O:6])[CH3:3]. The catalyst class is: 12. (5) Reactant: C1C(=O)N([O:8][C:9]([C:11]2[C:16]([C:17]3[C:27]4[CH:28]=[CH:29][C:30]([OH:32])=[CH:31][C:26]=4[O:25][C:24]4[C:18]=3[CH:19]=[CH:20][C:21]([CH:23]=4)=[O:22])=[CH:15][CH:14]=[CH:13][CH:12]=2)=[O:10])C(=O)C1.[NH2:33][CH2:34][CH2:35][S:36]([OH:38])=[O:37].[OH-].[Na+].C1C=CC(C(O)=O)=C(C2C3C=CC(O)=CC=3OC3C=2C=C[C:51](C=3)=[O:52])C=1. Product: [OH:32][C:30]1[CH:31]=[C:26]2[C:27](=[CH:28][CH:29]=1)[C:17]([C:16]1[CH:15]=[CH:14][C:13]([C:51](=[O:52])[NH:33][CH2:34][CH2:35][S:36]([OH:38])=[O:37])=[CH:12][C:11]=1[C:9]([OH:8])=[O:10])=[C:18]1[C:24](=[CH:23][C:21](=[O:22])[CH:20]=[CH:19]1)[O:25]2. The catalyst class is: 1. (6) Reactant: [C:1]1([O:11][CH2:12][C:13]([O:15]CC)=O)[C:10]2[C:5](=[CH:6][CH:7]=[CH:8][CH:9]=2)[CH:4]=[CH:3][CH:2]=1.[NH2:18][CH2:19][CH:20]([OH:32])[CH2:21][N:22]1[CH2:31][CH2:30][C:29]2[C:24](=[CH:25][CH:26]=[CH:27][CH:28]=2)[CH2:23]1. Product: [CH2:23]1[C:24]2[C:29](=[CH:28][CH:27]=[CH:26][CH:25]=2)[CH2:30][CH2:31][N:22]1[CH2:21][CH:20]([OH:32])[CH2:19][NH:18][C:13](=[O:15])[CH2:12][O:11][C:1]1[C:10]2[C:5](=[CH:6][CH:7]=[CH:8][CH:9]=2)[CH:4]=[CH:3][CH:2]=1. The catalyst class is: 14. (7) Reactant: CCCC[N+](CCCC)(CCCC)CCCC.[F-].[Br:19][C:20]1[CH:21]=[CH:22][C:23]([O:40][Si](C(C)(C)C)(C)C)=[C:24]([CH:26]([C:31]([C:33]2[CH:38]=[CH:37][C:36]([F:39])=[CH:35][CH:34]=2)=[O:32])[C:27]([O:29][CH3:30])=[O:28])[CH:25]=1. Product: [Br:19][C:20]1[CH:21]=[CH:22][C:23]([OH:40])=[C:24]([CH:26]([C:31]([C:33]2[CH:34]=[CH:35][C:36]([F:39])=[CH:37][CH:38]=2)=[O:32])[C:27]([O:29][CH3:30])=[O:28])[CH:25]=1. The catalyst class is: 1. (8) Reactant: [F:1][C:2]1[CH:3]=[C:4]2[CH:10]=[C:9]([C:11]([C:16]3[CH:21]=[CH:20][C:19]([S:22]([CH3:25])(=[O:24])=[O:23])=[CH:18][CH:17]=3)=[CH:12][CH:13]([CH3:15])[CH3:14])[NH:8][C:5]2=[N:6][CH:7]=1. Product: [F:1][C:2]1[CH:3]=[C:4]2[CH:10]=[C:9]([CH:11]([C:16]3[CH:17]=[CH:18][C:19]([S:22]([CH3:25])(=[O:23])=[O:24])=[CH:20][CH:21]=3)[CH2:12][CH:13]([CH3:15])[CH3:14])[NH:8][C:5]2=[N:6][CH:7]=1. The catalyst class is: 43.